The task is: Predict the reactants needed to synthesize the given product.. This data is from Retrosynthesis with 50K atom-mapped reactions and 10 reaction types from USPTO. The reactants are: C=CCC(C(N)=O)(C(=O)OCC)C(F)F. Given the product C=CCC(N)(C(=O)OCC)C(F)F, predict the reactants needed to synthesize it.